Predict the product of the given reaction. From a dataset of Forward reaction prediction with 1.9M reactions from USPTO patents (1976-2016). (1) Given the reactants [CH3:1][O:2][CH2:3][C:4]1[CH:5]=[CH:6][C:7]([NH:10][C:11]2[S:12][C:13]([S:16][C:17]#N)=[CH:14][N:15]=2)=[N:8][CH:9]=1.SC[C@H]([C@@H](CS)O)O.ClC1[CH:33]=[CH:32][N:31]=[C:30]([C:34]([O:36][CH3:37])=[O:35])[C:29]=1[F:38].[OH-].[Na+], predict the reaction product. The product is: [F:38][C:29]1[C:30]([C:34]([O:36][CH3:37])=[O:35])=[N:31][CH:32]=[CH:33][C:17]=1[S:16][C:13]1[S:12][C:11]([NH:10][C:7]2[CH:6]=[CH:5][C:4]([CH2:3][O:2][CH3:1])=[CH:9][N:8]=2)=[N:15][CH:14]=1. (2) Given the reactants C(O[C:4]([C:6]1[C:7]2[N:8]=[CH:9][CH:10]=[N:11][C:12]=2[C:13]([C:16]2[C:21]([F:22])=[C:20]([O:23][CH3:24])[CH:19]=[C:18]([O:25][CH3:26])[C:17]=2[Cl:27])=[CH:14][CH:15]=1)=[O:5])C.[N:28]1([CH2:33][C:34]2[CH:35]=[CH:36][C:37]([NH2:40])=[N:38][CH:39]=2)[CH:32]=[CH:31][N:30]=[CH:29]1.C[Al](C)C.C([O-])(O)=O.[Na+], predict the reaction product. The product is: [N:28]1([CH2:33][C:34]2[CH:35]=[CH:36][C:37]([NH:40][C:4]([C:6]3[C:7]4[N:8]=[CH:9][CH:10]=[N:11][C:12]=4[C:13]([C:16]4[C:21]([F:22])=[C:20]([O:23][CH3:24])[CH:19]=[C:18]([O:25][CH3:26])[C:17]=4[Cl:27])=[CH:14][CH:15]=3)=[O:5])=[N:38][CH:39]=2)[CH:32]=[CH:31][N:30]=[CH:29]1. (3) Given the reactants [F:1][C:2]1[CH:7]=[CH:6][C:5]([CH:8]([OH:21])[CH2:9][N:10]([CH3:20])[S:11]([C:14]2[CH:18]=[C:17]([Cl:19])[S:16][CH:15]=2)(=[O:13])=[O:12])=[CH:4][CH:3]=1.C(N(C(C)C)CC)(C)C.[CH3:31][O:32][CH2:33]Cl.[I-].[Na+], predict the reaction product. The product is: [F:1][C:2]1[CH:7]=[CH:6][C:5]([CH:8]([O:21][CH2:31][O:32][CH3:33])[CH2:9][N:10]([CH3:20])[S:11]([C:14]2[CH:18]=[C:17]([Cl:19])[S:16][CH:15]=2)(=[O:13])=[O:12])=[CH:4][CH:3]=1. (4) The product is: [CH3:1][O:2][C:3]([C:5]1[S:6][C:7]([C:11]2[CH:16]=[CH:15][CH:14]=[CH:13][CH:12]=2)=[CH:8][C:9]=1[NH:10][CH:17]([CH3:19])[CH3:18])=[O:4]. Given the reactants [CH3:1][O:2][C:3]([C:5]1[S:6][C:7]([C:11]2[CH:16]=[CH:15][CH:14]=[CH:13][CH:12]=2)=[CH:8][C:9]=1[NH2:10])=[O:4].[CH:17](I)([CH3:19])[CH3:18].[H-].[Na+], predict the reaction product. (5) Given the reactants [C:1]1(=[O:10])[C:9]2[C:4](=[CH:5][CH:6]=[CH:7][CH:8]=2)[CH:3]=[CH:2]1.[Br:11]Br, predict the reaction product. The product is: [Br:11][C:2]1[C:1](=[O:10])[C:9]2[C:4]([CH:3]=1)=[CH:5][CH:6]=[CH:7][CH:8]=2. (6) Given the reactants [Cl:1][C:2]1[CH:7]=[CH:6][C:5]([OH:8])=[CH:4][CH:3]=1.[CH3:9][C:10]([C:12]1[CH:17]=[CH:16][C:15](F)=[CH:14][C:13]=1[Cl:19])=[O:11].C(=O)([O-])[O-].[K+].[K+], predict the reaction product. The product is: [Cl:19][C:13]1[CH:14]=[C:15]([O:8][C:5]2[CH:6]=[CH:7][C:2]([Cl:1])=[CH:3][CH:4]=2)[CH:16]=[CH:17][C:12]=1[C:10](=[O:11])[CH3:9]. (7) Given the reactants [C:1]([O:9][C:10]1[CH:19]=[CH:18][C:13]2[N:14]=[C:15]([CH3:17])[O:16][C:12]=2[CH:11]=1)(=[O:8])[C:2]1[CH:7]=[CH:6][CH:5]=[CH:4][CH:3]=1.FC(F)(F)C(O)=[O:23].O, predict the reaction product. The product is: [C:1]([O:9][C:10]1[CH:19]=[CH:18][C:13]([NH:14][C:15](=[O:23])[CH3:17])=[C:12]([OH:16])[CH:11]=1)(=[O:8])[C:2]1[CH:7]=[CH:6][CH:5]=[CH:4][CH:3]=1. (8) Given the reactants [CH3:1][O:2][C:3](=[O:14])[C:4]1[CH:9]=[C:8](Br)[C:7]([NH2:11])=[CH:6][C:5]=1[O:12][CH3:13].[CH3:15][Si:16]([CH3:21])([CH3:20])[C:17]#[C:18][CH3:19].C([O-])([O-])=O.[Na+].[Na+].C1(P(C2C=CC=CC=2)C2C=CC=CC=2)C=CC=CC=1, predict the reaction product. The product is: [CH3:1][O:2][C:3]([C:4]1[CH:9]=[C:8]2[C:7](=[CH:6][C:5]=1[O:12][CH3:13])[NH:11][C:17]([Si:16]([CH3:21])([CH3:20])[CH3:15])=[C:18]2[CH3:19])=[O:14]. (9) Given the reactants C(#N)C.N(OC(C)(C)C)=O.N[C:12]1[S:13][CH:14]=[C:15]([CH2:17][CH2:18][CH2:19][CH2:20][CH2:21][CH3:22])[N:16]=1.C(Cl)(Cl)[Cl:24].CCCCCC, predict the reaction product. The product is: [Cl:24][C:12]1[S:13][CH:14]=[C:15]([CH2:17][CH2:18][CH2:19][CH2:20][CH2:21][CH3:22])[N:16]=1. (10) Given the reactants F[C:2]1[CH:9]=[CH:8][CH:7]=[CH:6][C:3]=1[CH:4]=[O:5].[CH:10]1([S:16]([O-:18])=[O:17])[CH2:15][CH2:14][CH2:13][CH2:12][CH2:11]1.[Na+], predict the reaction product. The product is: [CH:10]1([S:16]([C:2]2[CH:9]=[CH:8][CH:7]=[CH:6][C:3]=2[CH:4]=[O:5])(=[O:18])=[O:17])[CH2:15][CH2:14][CH2:13][CH2:12][CH2:11]1.